From a dataset of Catalyst prediction with 721,799 reactions and 888 catalyst types from USPTO. Predict which catalyst facilitates the given reaction. (1) The catalyst class is: 1. Reactant: [Li+].CC([N-]C(C)C)C.[F:9][C:10]1[CH:15]=[CH:14][CH:13]=[C:12]([C:16]2[CH:21]=[CH:20][CH:19]=[CH:18][CH:17]=2)[N:11]=1.[C:22](=[O:24])=[O:23].Cl. Product: [F:9][C:10]1[C:15]([C:22]([OH:24])=[O:23])=[CH:14][CH:13]=[C:12]([C:16]2[CH:17]=[CH:18][CH:19]=[CH:20][CH:21]=2)[N:11]=1. (2) Reactant: [N:1]1[CH:6]=[CH:5][C:4]([C:7]#[N:8])=[C:3]([C:9]#[N:10])[CH:2]=1.[CH3:11][C:12]1[CH:20]=[CH:19][C:15]([CH2:16][CH2:17][NH2:18])=[CH:14][CH:13]=1.[S]. Product: [C:12]1([CH3:11])[CH:20]=[CH:19][C:15]([CH2:16][CH2:17][NH:8][CH:7]2[C:4]3[CH:5]=[CH:6][N:1]=[CH:2][C:3]=3[CH:9]([NH:18][CH2:17][CH2:16][C:15]3[CH:19]=[CH:20][C:12]([CH3:11])=[CH:13][CH:14]=3)[NH:10]2)=[CH:14][CH:13]=1. The catalyst class is: 13. (3) Reactant: [C:1]1([S:7]([N:10]2[C:14]3=[N:15][CH:16]=[C:17]([F:19])[CH:18]=[C:13]3[CH:12]=[C:11]2[CH:20]([OH:28])[CH2:21][CH:22]2[CH2:27][CH2:26][O:25][CH2:24][CH2:23]2)(=[O:9])=[O:8])[CH:6]=[CH:5][CH:4]=[CH:3][CH:2]=1.CC(OI1(OC(C)=O)(OC(C)=O)OC(=O)C2C=CC=CC1=2)=O. Product: [C:1]1([S:7]([N:10]2[C:14]3=[N:15][CH:16]=[C:17]([F:19])[CH:18]=[C:13]3[CH:12]=[C:11]2[C:20](=[O:28])[CH2:21][CH:22]2[CH2:23][CH2:24][O:25][CH2:26][CH2:27]2)(=[O:9])=[O:8])[CH:2]=[CH:3][CH:4]=[CH:5][CH:6]=1. The catalyst class is: 4. (4) Reactant: [N:1]1[CH:6]=[CH:5][N:4]=[CH:3][C:2]=1[C:7]#[C:8][C:9]12[CH2:18][CH:13]3[CH2:14][CH:15]([CH2:17][C:11]([NH2:19])([CH2:12]3)[CH2:10]1)[CH2:16]2.[N:20]1[CH:25]=[CH:24][CH:23]=[CH:22][C:21]=1[C:26](O)=[O:27].CCN(C(C)C)C(C)C.CN(C(ON1N=NC2C=CC=NC1=2)=[N+](C)C)C.F[P-](F)(F)(F)(F)F. Product: [N:1]1[CH:6]=[CH:5][N:4]=[CH:3][C:2]=1[C:7]#[C:8][C:9]12[CH2:18][CH:13]3[CH2:14][CH:15]([CH2:17][C:11]([NH:19][C:26]([C:21]4[CH:22]=[CH:23][CH:24]=[CH:25][N:20]=4)=[O:27])([CH2:12]3)[CH2:10]1)[CH2:16]2. The catalyst class is: 3. (5) Reactant: [Cl:1][C:2]1[C:3]([CH3:7])=[N:4][NH:5][CH:6]=1.[CH2:8]=[O:9]. The catalyst class is: 5. Product: [OH:9][CH2:8][N:5]1[CH:6]=[C:2]([Cl:1])[C:3]([CH3:7])=[N:4]1.